This data is from Catalyst prediction with 721,799 reactions and 888 catalyst types from USPTO. The task is: Predict which catalyst facilitates the given reaction. (1) Reactant: [C:1]([N:8]1[CH2:12][CH2:11][C@@H:10]([OH:13])[CH2:9]1)([O:3][C:4]([CH3:7])([CH3:6])[CH3:5])=[O:2].[NH2:14][C:15]1[N:20]=[C:19]([C:21]2[CH:26]=[CH:25][C:24](O)=[CH:23][C:22]=2[O:28][CH3:29])[CH:18]=[CH:17][CH:16]=1.C1(P(C2C=CC=CC=2)C2C=CC=CC=2)C=CC=CC=1.CCOC(/N=N/C(OCC)=O)=O. Product: [C:4]([O:3][C:1]([N:8]1[CH2:12][CH2:11][CH:10]([O:13][C:24]2[CH:25]=[CH:26][C:21]([C:19]3[CH:18]=[CH:17][CH:16]=[C:15]([NH2:14])[N:20]=3)=[C:22]([O:28][CH3:29])[CH:23]=2)[CH2:9]1)=[O:2])([CH3:7])([CH3:6])[CH3:5]. The catalyst class is: 1. (2) Reactant: C[O:2][C:3](=[O:23])[CH2:4][CH2:5][CH2:6][CH2:7][CH2:8][S:9][C:10]1[CH:15]=[CH:14][C:13]([C:16]2[CH:21]=[CH:20][C:19]([Cl:22])=[CH:18][CH:17]=2)=[CH:12][CH:11]=1.NO.[OH-].[K+].CO. Product: [Cl:22][C:19]1[CH:20]=[CH:21][C:16]([C:13]2[CH:14]=[CH:15][C:10]([S:9][CH2:8][CH2:7][CH2:6][CH2:5][CH2:4][C:3]([OH:23])=[O:2])=[CH:11][CH:12]=2)=[CH:17][CH:18]=1. The catalyst class is: 1. (3) Reactant: FC(F)(F)C(O)=O.[OH:8][C:9]1([CH2:15][N:16]2[C:21](=[O:22])[C:20]3=[CH:23][CH:24]=[CH:25][N:19]3[N:18]=[CH:17]2)[CH2:14][CH2:13][NH:12][CH2:11][CH2:10]1.CN(C(ON1N=NC2C=CC=NC1=2)=[N+](C)C)C.F[P-](F)(F)(F)(F)F.CCN(C(C)C)C(C)C.[NH2:59][C:60]1[CH:65]=[CH:64][CH:63]=[CH:62][C:61]=1[C:66]1[CH:71]=[CH:70][C:69]([C:72](O)=[O:73])=[CH:68][CH:67]=1. Product: [NH2:59][C:60]1[CH:65]=[CH:64][CH:63]=[CH:62][C:61]=1[C:66]1[CH:71]=[CH:70][C:69]([C:72]([N:12]2[CH2:11][CH2:10][C:9]([CH2:15][N:16]3[C:21](=[O:22])[C:20]4=[CH:23][CH:24]=[CH:25][N:19]4[N:18]=[CH:17]3)([OH:8])[CH2:14][CH2:13]2)=[O:73])=[CH:68][CH:67]=1. The catalyst class is: 4. (4) Reactant: O[CH2:2][C:3]1[C:4]2[CH2:5][C:6]3[C:15]4[C:10](=[CH:11][CH:12]=[CH:13][CH:14]=4)[C:9](=[O:16])[NH:8][C:7]=3[C:17]=2[CH:18]=[CH:19][CH:20]=1.P(Br)(Br)[Br:22]. Product: [Br:22][CH2:2][C:3]1[C:4]2[CH2:5][C:6]3[C:15]4[C:10](=[CH:11][CH:12]=[CH:13][CH:14]=4)[C:9](=[O:16])[NH:8][C:7]=3[C:17]=2[CH:18]=[CH:19][CH:20]=1. The catalyst class is: 1.